Dataset: Peptide-MHC class I binding affinity with 185,985 pairs from IEDB/IMGT. Task: Regression. Given a peptide amino acid sequence and an MHC pseudo amino acid sequence, predict their binding affinity value. This is MHC class I binding data. The peptide sequence is KLTDSLSSQ. The MHC is HLA-A02:01 with pseudo-sequence HLA-A02:01. The binding affinity (normalized) is 0.0105.